From a dataset of Reaction yield outcomes from USPTO patents with 853,638 reactions. Predict the reaction yield, written as a fraction of the theoretical maximum amount of product (1.0 means a 100% yield; for example, 0.34 means a 34% yield). (1) The reactants are C([O:3][C:4](=O)[C:5]1[CH:10]=[CH:9][CH:8]=[C:7]([C:11]([F:14])([F:13])[CH3:12])[CH:6]=1)C.[H-].[Al+3].[Li+].[H-].[H-].[H-].S(=O)(=O)(O)O. The catalyst is C1COCC1. The product is [F:13][C:11]([C:7]1[CH:6]=[C:5]([CH2:4][OH:3])[CH:10]=[CH:9][CH:8]=1)([F:14])[CH3:12]. The yield is 0.970. (2) The reactants are Cl[C:2]1[C:7]([Cl:8])=[CH:6][C:5]([C:9]([F:12])([F:11])[F:10])=[CH:4][N:3]=1.[F-:13].[K+]. The catalyst is CS(C)=O. The product is [Cl:8][C:7]1[C:2]([F:13])=[N:3][CH:4]=[C:5]([C:9]([F:12])([F:11])[F:10])[CH:6]=1. The yield is 0.920. (3) The reactants are C([O-])(=[O:3])C.[NH4+].Cl[C:7]1[C:16]([C:17]#[N:18])=[C:15]([Cl:19])[C:14]2[C:9](=[N:10][CH:11]=[CH:12][CH:13]=2)[N:8]=1. The catalyst is C(O)(=O)C. The product is [Cl:19][C:15]1[C:14]2[C:9](=[N:10][CH:11]=[CH:12][CH:13]=2)[NH:8][C:7](=[O:3])[C:16]=1[C:17]#[N:18]. The yield is 0.480. (4) The reactants are [Cl:1][C:2]1[CH:7]=[CH:6][CH:5]=[C:4]([Cl:8])[C:3]=1[CH2:9][S:10]([C:13]1[CH:14]=[C:15]2[C:19](=[CH:20][CH:21]=1)[NH:18][C:17](=[O:22])/[C:16]/2=[CH:23]\[C:24]1[NH:28][C:27]([CH3:29])=[C:26]([CH2:30][C:31](O)=[O:32])[C:25]=1[CH3:34])(=[O:12])=[O:11].C(N(CC)CC)C.CN([P+](ON1N=NC2C=CC=CC1=2)(N(C)C)N(C)C)C.F[P-](F)(F)(F)(F)F.[F:69][CH:70]1[CH2:75][CH2:74][N:73]([CH2:76][CH2:77][NH2:78])[CH2:72][CH2:71]1. The catalyst is CN(C=O)C. The product is [Cl:8][C:4]1[CH:5]=[CH:6][CH:7]=[C:2]([Cl:1])[C:3]=1[CH2:9][S:10]([C:13]1[CH:14]=[C:15]2[C:19](=[CH:20][CH:21]=1)[NH:18][C:17](=[O:22])/[C:16]/2=[CH:23]\[C:24]1[NH:28][C:27]([CH3:29])=[C:26]([CH2:30][C:31]([NH:78][CH2:77][CH2:76][N:73]2[CH2:74][CH2:75][CH:70]([F:69])[CH2:71][CH2:72]2)=[O:32])[C:25]=1[CH3:34])(=[O:12])=[O:11]. The yield is 0.570. (5) The reactants are [C:1]([O:5][C:6]([N:8]1[CH2:13][CH2:12][CH:11]([O:14][C:15]2[N:16]=[N:17][C:18]([CH2:35][CH2:36][CH2:37][CH3:38])=[C:19]([C:21]3[CH:26]=[CH:25][C:24]([O:27][CH:28]4[CH2:33][CH2:32][CH2:31][CH2:30][CH2:29]4)=[C:23](Br)[CH:22]=3)[CH:20]=2)[CH2:10][CH2:9]1)=[O:7])([CH3:4])([CH3:3])[CH3:2].CC1(C)C(C)(C)OB([C:47]2[CH:48]=[N:49][NH:50][CH:51]=2)O1.C(=O)([O-])[O-].[Na+].[Na+]. The catalyst is C1C=CC([P]([Pd]([P](C2C=CC=CC=2)(C2C=CC=CC=2)C2C=CC=CC=2)([P](C2C=CC=CC=2)(C2C=CC=CC=2)C2C=CC=CC=2)[P](C2C=CC=CC=2)(C2C=CC=CC=2)C2C=CC=CC=2)(C2C=CC=CC=2)C2C=CC=CC=2)=CC=1.COCCOC. The product is [C:1]([O:5][C:6]([N:8]1[CH2:13][CH2:12][CH:11]([O:14][C:15]2[N:16]=[N:17][C:18]([CH2:35][CH2:36][CH2:37][CH3:38])=[C:19]([C:21]3[CH:26]=[CH:25][C:24]([O:27][CH:28]4[CH2:33][CH2:32][CH2:31][CH2:30][CH2:29]4)=[C:23]([C:47]4[CH:48]=[N:49][NH:50][CH:51]=4)[CH:22]=3)[CH:20]=2)[CH2:10][CH2:9]1)=[O:7])([CH3:4])([CH3:3])[CH3:2]. The yield is 0.190. (6) The reactants are C[O:2][C:3]([CH2:5][C:6]1[CH:11]=[CH:10][C:9]([NH:12][C:13]2[N:22]=[C:21]([NH:23][C:24]3[NH:25][N:26]=[C:27]([CH3:29])[CH:28]=3)[C:20]3[C:15](=[CH:16][CH:17]=[CH:18][CH:19]=3)[N:14]=2)=[CH:8][C:7]=1[CH3:30])=[O:4].[OH-].[Na+].Cl. The catalyst is O.CCO. The product is [C:3]([CH2:5][C:6]1[CH:11]=[CH:10][C:9]([NH:12][C:13]2[N:22]=[C:21]([NH:23][C:24]3[NH:25][N:26]=[C:27]([CH3:29])[CH:28]=3)[C:20]3[C:15](=[CH:16][CH:17]=[CH:18][CH:19]=3)[N:14]=2)=[CH:8][C:7]=1[CH3:30])([OH:4])=[O:2]. The yield is 0.950. (7) The reactants are [NH2:1][C:2]1[CH:9]=[CH:8][C:7]([N+:10]([O-:12])=[O:11])=[CH:6][C:3]=1[C:4]#[N:5].CO[CH:15](OC)[N:16]([CH3:18])[CH3:17]. No catalyst specified. The product is [C:4]([C:3]1[CH:6]=[C:7]([N+:10]([O-:12])=[O:11])[CH:8]=[CH:9][C:2]=1[N:1]=[CH:15][N:16]([CH3:18])[CH3:17])#[N:5]. The yield is 0.870.